Dataset: Full USPTO retrosynthesis dataset with 1.9M reactions from patents (1976-2016). Task: Predict the reactants needed to synthesize the given product. Given the product [Cl:1][C:2]1[CH:7]=[CH:6][C:5]([C:26]2[C:27]([CH3:36])=[N:28][N:29]([CH3:35])[C:30]=2[C:31]([OH:33])=[O:32])=[CH:4][C:3]=1[C:11]([NH:13][CH2:14][C:15]12[CH2:24][CH:19]3[CH2:20][CH:21]([CH2:23][CH:17]([CH2:18]3)[CH2:16]1)[CH2:22]2)=[O:12], predict the reactants needed to synthesize it. The reactants are: [Cl:1][C:2]1[CH:7]=[CH:6][C:5](B(O)O)=[CH:4][C:3]=1[C:11]([NH:13][CH2:14][C:15]12[CH2:24][CH:19]3[CH2:20][CH:21]([CH2:23][CH:17]([CH2:18]3)[CH2:16]1)[CH2:22]2)=[O:12].Br[C:26]1[C:27]([CH3:36])=[N:28][N:29]([CH3:35])[C:30]=1[C:31]([O:33]C)=[O:32].